From a dataset of Full USPTO retrosynthesis dataset with 1.9M reactions from patents (1976-2016). Predict the reactants needed to synthesize the given product. (1) Given the product [Cl:17][C:18]1[CH:19]=[CH:20][C:21]([N:24]2[C:28]([C:2]3[CH:3]=[CH:4][C:5]4[N:9]=[CH:8][N:7]([C:10]5[CH:15]=[CH:14][N:13]=[CH:12][CH:11]=5)[C:6]=4[CH:16]=3)=[CH:27][CH:26]=[N:25]2)=[CH:22][CH:23]=1, predict the reactants needed to synthesize it. The reactants are: Br[C:2]1[CH:3]=[CH:4][C:5]2[N:9]=[CH:8][N:7]([C:10]3[CH:15]=[CH:14][N:13]=[CH:12][CH:11]=3)[C:6]=2[CH:16]=1.[Cl:17][C:18]1[CH:23]=[CH:22][C:21]([N:24]2[C:28](B(O)O)=[CH:27][CH:26]=[N:25]2)=[CH:20][CH:19]=1. (2) The reactants are: C([N:8]1[CH2:13][CH2:12][C:11]([C:15]([C:17]2[CH:22]=[CH:21][C:20]([F:23])=[CH:19][CH:18]=2)=[O:16])([OH:14])[CH2:10][CH2:9]1)C1C=CC=CC=1.CO. Given the product [F:23][C:20]1[CH:21]=[CH:22][C:17]([C:15]([C:11]2([OH:14])[CH2:12][CH2:13][NH:8][CH2:9][CH2:10]2)=[O:16])=[CH:18][CH:19]=1, predict the reactants needed to synthesize it. (3) Given the product [CH3:1][O:2][C:3](=[O:23])[NH:4][CH:5]([C:9]([N:11]1[CH2:15][CH2:14][CH2:13][CH:12]1[C:16]1[NH:17][C:18]([C:21]#[C:22][C:47]2[CH:48]=[CH:49][C:44]([C:41]3[NH:40][C:39]([CH:35]4[CH2:36][CH2:37][CH2:38][N:34]4[C:32](=[O:33])[CH:28]([NH:27][C:26]([O:25][CH3:24])=[O:51])[CH:29]([CH3:31])[CH3:30])=[N:43][CH:42]=3)=[CH:45][CH:46]=2)=[CH:19][N:20]=1)=[O:10])[CH:6]([CH3:8])[CH3:7], predict the reactants needed to synthesize it. The reactants are: [CH3:1][O:2][C:3](=[O:23])[NH:4][CH:5]([C:9]([N:11]1[CH2:15][CH2:14][CH2:13][CH:12]1[C:16]1[NH:17][C:18]([C:21]#[CH:22])=[CH:19][N:20]=1)=[O:10])[CH:6]([CH3:8])[CH3:7].[CH3:24][O:25][C:26](=[O:51])[NH:27][CH:28]([C:32]([N:34]1[CH2:38][CH2:37][CH2:36][CH:35]1[C:39]1[NH:40][C:41]([C:44]2[CH:49]=[CH:48][C:47](Br)=[CH:46][CH:45]=2)=[CH:42][N:43]=1)=[O:33])[CH:29]([CH3:31])[CH3:30].C(N(CC)CC)C.O. (4) Given the product [CH3:16][C:7]1[CH:8]=[CH:9][C:10]2[C:15](=[CH:14][CH:13]=[CH:12][CH:11]=2)[C:6]=1[CH2:5][C:4](=[O:17])[CH3:19], predict the reactants needed to synthesize it. The reactants are: CON(C)[C:4](=[O:17])[CH2:5][C:6]1[C:15]2[C:10](=[CH:11][CH:12]=[CH:13][CH:14]=2)[CH:9]=[CH:8][C:7]=1[CH3:16].[CH2:19]1COCC1. (5) Given the product [Br:1][C:2]1[C:3]([CH3:10])=[C:4]([CH3:9])[C:5](=[O:11])[NH:6][CH:7]=1, predict the reactants needed to synthesize it. The reactants are: [Br:1][C:2]1[C:3]([CH3:10])=[C:4]([CH3:9])[C:5](N)=[N:6][CH:7]=1.[OH:11]S(O)(=O)=O.N([O-])=O.[Na+]. (6) Given the product [Br:1][C:2]1[CH:6]=[C:5]([C:7]#[N:8])[N:4]([CH3:9])[C:3]=1[C:10]1[CH:11]=[CH:12][C:13]2[NH:18][C:17](=[O:26])[O:16][C:15]([CH3:27])([CH3:28])[C:14]=2[CH:29]=1, predict the reactants needed to synthesize it. The reactants are: [Br:1][C:2]1[CH:6]=[C:5]([C:7]#[N:8])[N:4]([CH3:9])[C:3]=1[C:10]1[CH:11]=[CH:12][C:13]2[N:18](C(OC(C)(C)C)=O)[C:17](=[O:26])[O:16][C:15]([CH3:28])([CH3:27])[C:14]=2[CH:29]=1.[O-]CC.[Na+]. (7) Given the product [CH2:2]1[C:3]2([CH2:7][CH:6]([O:13][C:14]3[CH:23]=[C:22]4[C:17]([C:18]([O:24][C:25]5[CH:30]=[CH:29][C:28]([NH:31][C:32]([C:34]6[C:35](=[O:47])[N:36]([C:41]7[CH:42]=[CH:43][CH:44]=[CH:45][CH:46]=7)[N:37]([CH3:40])[C:38]=6[CH3:39])=[O:33])=[CH:27][C:26]=5[F:48])=[CH:19][CH:20]=[N:21]4)=[CH:16][C:15]=3[O:49][CH3:50])[CH2:5][O:4]2)[CH2:1]1, predict the reactants needed to synthesize it. The reactants are: [CH2:1]1[C:3]2([CH2:7][CH:6](CS([O-])(=O)=O)[CH2:5][O:4]2)[CH2:2]1.[OH:13][C:14]1[CH:23]=[C:22]2[C:17]([C:18]([O:24][C:25]3[CH:30]=[CH:29][C:28]([NH:31][C:32]([C:34]4[C:35](=[O:47])[N:36]([C:41]5[CH:46]=[CH:45][CH:44]=[CH:43][CH:42]=5)[N:37]([CH3:40])[C:38]=4[CH3:39])=[O:33])=[CH:27][C:26]=3[F:48])=[CH:19][CH:20]=[N:21]2)=[CH:16][C:15]=1[O:49][CH3:50].C(=O)([O-])[O-].[Cs+].[Cs+]. (8) Given the product [Br:17][C:12]1[CH:11]=[CH:10][C:9]2[N:8]([Si:19]([C:26]3[CH:27]=[CH:28][CH:29]=[CH:30][CH:31]=3)([C:32]3[CH:37]=[CH:36][CH:35]=[CH:34][CH:33]=3)[C:20]3[CH:21]=[CH:22][CH:23]=[CH:24][CH:25]=3)[C:7]3[C:15]([C:14]=2[CH:13]=1)=[CH:16][C:4]([Br:3])=[CH:5][CH:6]=3, predict the reactants needed to synthesize it. The reactants are: [H-].[Na+].[Br:3][C:4]1[CH:5]=[CH:6][C:7]2[NH:8][C:9]3[C:14]([C:15]=2[CH:16]=1)=[CH:13][C:12]([Br:17])=[CH:11][CH:10]=3.Cl[Si:19]([C:32]1[CH:37]=[CH:36][CH:35]=[CH:34][CH:33]=1)([C:26]1[CH:31]=[CH:30][CH:29]=[CH:28][CH:27]=1)[C:20]1[CH:25]=[CH:24][CH:23]=[CH:22][CH:21]=1.[NH4+].[Cl-]. (9) Given the product [CH2:1]([C:2]1([C:12]2[CH:17]=[CH:16][CH:15]=[CH:14][C:13]=2[CH3:18])[C:11]2[C:6](=[CH:7][CH:8]=[CH:9][CH:10]=2)[CH2:5][CH2:4][N:3]1[CH2:20][C:21]([N:23]([CH2:33][C:34]1[CH:39]=[CH:38][CH:37]=[CH:36][C:35]=1[F:40])[CH:24]1[CH2:32][C:31]2[C:26](=[CH:27][CH:28]=[CH:29][CH:30]=2)[CH2:25]1)=[O:22])[CH3:41], predict the reactants needed to synthesize it. The reactants are: [CH3:1][C:2]1([C:12]2[CH:17]=[CH:16][CH:15]=[CH:14][C:13]=2[CH3:18])[C:11]2[C:6](=[CH:7][CH:8]=[CH:9][CH:10]=2)[CH2:5][CH2:4][NH:3]1.Cl[CH2:20][C:21]([N:23]([CH2:33][C:34]1[CH:39]=[CH:38][CH:37]=[CH:36][C:35]=1[F:40])[CH:24]1[CH2:32][C:31]2[C:26](=[CH:27][CH:28]=[CH:29][CH:30]=2)[CH2:25]1)=[O:22].[C:41](=O)([O-])[O-].[K+].[K+].O.